From a dataset of Forward reaction prediction with 1.9M reactions from USPTO patents (1976-2016). Predict the product of the given reaction. The product is: [CH2:88]([CH2:87][NH:86][C:84]1[C:83]([C:130]2[CH:131]=[CH:132][C:133]3[C:138](=[CH:137][CH:136]=[CH:135][CH:134]=3)[CH:129]=2)=[C:78]2[C:79](=[CH:80][CH:81]=1)[C:142](=[O:145])[CH2:76][CH2:77]2)[C:89]1[CH:94]=[CH:93][CH:92]=[CH:91][CH:90]=1. Given the reactants CC(CCCCCCCCC(N[C@H]1[C@H](OC2C3O[C:92]4[CH:91]=[CH:90][C:89]([C@@H:88](O)[C@@H:87]5[NH:86][C:84](=O)[C@H:83](NC([C@@H]6NC([C@H]7NC(=O)[C@@H:87]([CH2:88][C:89]8[CH:90]=[CH:91][C:92](OC=2C=C6C=3)=[CH:93][CH:94]=8)[NH:86][C:84](=O)[C@H:83](NC)[C:78]2[CH:79]=[CH:80][C:81](O)=[C:76]([CH:77]=2)OC2C=C(O)C(Cl)=C7C=2)=O)=O)[C:78]2[CH:77]=[CH:76][C:81](O)=[C:80]([CH:79]=2)C2C(O[C@H]3O[C@H](CO)[C@@H](O)[C@H](O)[C@@H]3O)=CC(O)=CC=2[C@@H](C(NCCCN(C)C)=O)NC5=O)=[CH:94][C:93]=4Cl)O[C@H](C(O)=O)[C@@H](O)[C@@H]1O)=O)C.[CH:129]1[C:138]2[C:133](=[CH:134][CH:135]=[CH:136][CH:137]=2)[CH:132]=[CH:131][C:130]=1B(O)O.[C:142](=[O:145])([O-])[O-].[Na+].[Na+], predict the reaction product.